The task is: Predict the reaction yield, written as a fraction of the theoretical maximum amount of product (1.0 means a 100% yield; for example, 0.34 means a 34% yield).. This data is from Reaction yield outcomes from USPTO patents with 853,638 reactions. (1) The reactants are N[C:2]1[CH:3]=[N:4][C:5]2[C:10]([CH:11]=1)=[CH:9][C:8]([CH3:12])=[CH:7][CH:6]=2.N([O-])=[O:14].[Na+].[OH-].[Na+]. The catalyst is OS(O)(=O)=O.O. The product is [OH:14][C:2]1[CH:3]=[N:4][C:5]2[C:10]([CH:11]=1)=[CH:9][C:8]([CH3:12])=[CH:7][CH:6]=2. The yield is 0.290. (2) The reactants are [OH:1][C:2]1[NH:3][C:4]2[C:9]([C:10]=1[C:11]1[CH:16]=[CH:15][C:14]([CH2:17][N:18]3[CH2:23][CH2:22][O:21][CH2:20][CH2:19]3)=[CH:13][N:12]=1)=[CH:8][C:7]([C:24](OC)=[O:25])=[CH:6][CH:5]=2.[CH2:28]([NH2:34])[CH:29]1[O:33][CH2:32][CH2:31][CH2:30]1.C([O-])(O)=O.[Na+].[ClH:40]. No catalyst specified. The product is [ClH:40].[OH:1][C:2]1[NH:3][C:4]2[C:9]([C:10]=1[C:11]1[CH:16]=[CH:15][C:14]([CH2:17][N:18]3[CH2:23][CH2:22][O:21][CH2:20][CH2:19]3)=[CH:13][N:12]=1)=[CH:8][C:7]([C:24]([NH:34][CH2:28][CH:29]1[CH2:30][CH2:31][CH2:32][O:33]1)=[O:25])=[CH:6][CH:5]=2. The yield is 0.270. (3) The reactants are CS(Cl)(=O)=O.[N+:6]([C:9]1[C:10]([NH:18][C@H:19]2[CH2:23][CH2:22][C@@H:21]([CH2:24]O)[CH2:20]2)=[C:11]2[S:17][CH:16]=[CH:15][C:12]2=[N:13][CH:14]=1)([O-:8])=[O:7].[CH2:26]([N:28](CC)CC)C.S([O-])(=O)(=O)C.[C-]#N.[Na+]. The catalyst is C(Cl)Cl.[Cl-].[Na+].O.CCOC(C)=O.CS(C)=O. The product is [N+:6]([C:9]1[C:10]([NH:18][C@H:19]2[CH2:23][CH2:22][C@@H:21]([CH2:24][C:26]#[N:28])[CH2:20]2)=[C:11]2[S:17][CH:16]=[CH:15][C:12]2=[N:13][CH:14]=1)([O-:8])=[O:7]. The yield is 0.100. (4) The reactants are [CH:1]([C:3]1[CH:18]=[CH:17][C:6]([O:7][C:8]2[N:9]=[CH:10][C:11]([C:14]([NH2:16])=[O:15])=[N:12][CH:13]=2)=[C:5]([O:19][CH3:20])[CH:4]=1)=O.[CH2:21]([CH:23]([CH2:27][CH3:28])[CH2:24][CH2:25][NH2:26])[CH3:22].[BH4-].[Na+]. The catalyst is CO. The product is [CH2:21]([CH:23]([CH2:27][CH3:28])[CH2:24][CH2:25][NH:26][CH2:1][C:3]1[CH:18]=[CH:17][C:6]([O:7][C:8]2[N:9]=[CH:10][C:11]([C:14]([NH2:16])=[O:15])=[N:12][CH:13]=2)=[C:5]([O:19][CH3:20])[CH:4]=1)[CH3:22]. The yield is 0.317. (5) The reactants are [Br:1][C:2]1[CH:3]=[N:4][CH:5]=[C:6]([CH:11]=1)[C:7](OC)=[O:8].O.[NH2:13][NH2:14]. The catalyst is C(O)C. The product is [Br:1][C:2]1[CH:3]=[N:4][CH:5]=[C:6]([CH:11]=1)[C:7]([NH:13][NH2:14])=[O:8]. The yield is 0.720. (6) The reactants are [Cl:1][C:2]1[C:11]2[C:6](=[CH:7][C:8]([CH:12]=O)=[CH:9][CH:10]=2)[N:5]=[C:4]([CH3:14])[CH:3]=1.[NH2:15][C:16]1[CH:23]=[CH:22][C:19]([C:20]#[N:21])=[C:18]([C:24]([F:27])([F:26])[F:25])[CH:17]=1.Cl.[BH4-].[Na+]. The catalyst is C(O)C. The product is [Cl:1][C:2]1[C:11]2[C:6](=[CH:7][C:8]([CH2:12][NH:15][C:16]3[CH:23]=[CH:22][C:19]([C:20]#[N:21])=[C:18]([C:24]([F:25])([F:26])[F:27])[CH:17]=3)=[CH:9][CH:10]=2)[N:5]=[C:4]([CH3:14])[CH:3]=1. The yield is 0.370. (7) The reactants are [OH:1][C:2]1[CH:7]=[CH:6][CH:5]=[CH:4][C:3]=1[C:8]([C:10]1[CH:11]=[N:12][N:13]([C:15]2[CH:20]=[CH:19][CH:18]=[CH:17][CH:16]=2)[CH:14]=1)=[O:9].Br[CH2:22][C:23]([O:25][CH2:26][CH3:27])=[O:24]. No catalyst specified. The product is [C:15]1([N:13]2[CH:14]=[C:10]([C:8]([C:3]3[CH:4]=[CH:5][CH:6]=[CH:7][C:2]=3[O:1][CH2:22][C:23]([O:25][CH2:26][CH3:27])=[O:24])=[O:9])[CH:11]=[N:12]2)[CH:20]=[CH:19][CH:18]=[CH:17][CH:16]=1. The yield is 0.670. (8) The reactants are [F:1][C:2]1([F:21])[CH2:5][N:4]([C:6]2[C:7]([O:15][CH2:16][C:17]([F:20])([F:19])[F:18])=[CH:8][C:9]([C:12](O)=[O:13])=[N:10][CH:11]=2)[CH2:3]1.O[N:23]=[C:24]([NH2:29])[C:25]([CH3:28])([CH3:27])[CH3:26].C(OCC)(=O)C. The catalyst is CCCCCCC. The product is [C:25]([C:24]1[N:29]=[C:12]([C:9]2[CH:8]=[C:7]([O:15][CH2:16][C:17]([F:19])([F:18])[F:20])[C:6]([N:4]3[CH2:5][C:2]([F:1])([F:21])[CH2:3]3)=[CH:11][N:10]=2)[O:13][N:23]=1)([CH3:28])([CH3:27])[CH3:26]. The yield is 0.440. (9) The reactants are [NH:1]1[CH2:5][CH2:4][C@@H:3]([OH:6])[CH2:2]1.[C:7]1([C:13]([C:21]2[CH:26]=[CH:25][CH:24]=[CH:23][CH:22]=2)([C:15]2[CH:20]=[CH:19][CH:18]=[CH:17][CH:16]=2)Cl)[CH:12]=[CH:11][CH:10]=[CH:9][CH:8]=1.C(=O)([O-])O.[Na+]. The catalyst is C(#N)C. The product is [C:7]1([C:13]([C:15]2[CH:16]=[CH:17][CH:18]=[CH:19][CH:20]=2)([C:21]2[CH:22]=[CH:23][CH:24]=[CH:25][CH:26]=2)[N:1]2[CH2:5][CH2:4][C@@H:3]([OH:6])[CH2:2]2)[CH:8]=[CH:9][CH:10]=[CH:11][CH:12]=1. The yield is 0.620.